This data is from Full USPTO retrosynthesis dataset with 1.9M reactions from patents (1976-2016). The task is: Predict the reactants needed to synthesize the given product. The reactants are: [N+:1]([C:4]1[CH:5]=[N:6][CH:7]=[CH:8][CH:9]=1)([O-])=O.[CH:10]([Mg]Br)=[CH2:11]. Given the product [NH:1]1[C:4]2[C:9](=[CH:8][CH:7]=[N:6][CH:5]=2)[CH:11]=[CH:10]1, predict the reactants needed to synthesize it.